Task: Predict the reaction yield, written as a fraction of the theoretical maximum amount of product (1.0 means a 100% yield; for example, 0.34 means a 34% yield).. Dataset: Reaction yield outcomes from USPTO patents with 853,638 reactions (1) The reactants are [CH3:1][C:2]([CH3:9])([CH3:8])[C:3](=O)[CH2:4][C:5]#[N:6].[NH:10]([C:12]1[CH:20]=[CH:19][C:15]([C:16]([OH:18])=[O:17])=[CH:14][CH:13]=1)[NH2:11].C(O)(=O)C. The catalyst is CCO.C1COCC1. The product is [NH2:6][C:5]1[N:10]([C:12]2[CH:13]=[CH:14][C:15]([C:16]([OH:18])=[O:17])=[CH:19][CH:20]=2)[N:11]=[C:3]([C:2]([CH3:9])([CH3:8])[CH3:1])[CH:4]=1. The yield is 0.990. (2) The reactants are [NH2:1][CH2:2][CH2:3][O:4][C:5]1[C:10]([CH3:11])=[CH:9][C:8]([C:12]2[NH:21][C:20](=[O:22])[C:19]3[C:14](=[CH:15][C:16]([O:25][CH3:26])=[CH:17][C:18]=3[O:23][CH3:24])[N:13]=2)=[CH:7][C:6]=1[CH3:27].[C:28]1([CH3:37])[CH:33]=[CH:32][C:31]([C:34](Cl)=[O:35])=[CH:30][CH:29]=1.CCN(C(C)C)C(C)C. The catalyst is C(Cl)Cl. The product is [CH3:24][O:23][C:18]1[CH:17]=[C:16]([O:25][CH3:26])[CH:15]=[C:14]2[C:19]=1[C:20](=[O:22])[NH:21][C:12]([C:8]1[CH:9]=[C:10]([CH3:11])[C:5]([O:4][CH2:3][CH2:2][NH:1][C:34](=[O:35])[C:31]3[CH:32]=[CH:33][C:28]([CH3:37])=[CH:29][CH:30]=3)=[C:6]([CH3:27])[CH:7]=1)=[N:13]2. The yield is 0.510. (3) The reactants are C(OC(=O)C[CH2:8][C:9]1[CH:14]=[CH:13][C:12]([OH:15])=[CH:11][C:10]=1[CH2:16][O:17][C:18]1[CH:23]=[CH:22][C:21]([C:24]([F:27])([F:26])[F:25])=[CH:20][CH:19]=1)(C)(C)C.[C:29]1([C:54]2[CH:59]=[CH:58][CH:57]=[CH:56][CH:55]=2)[CH:34]=[CH:33][C:32]([C:35]2[O:36][C:37]([CH3:53])=[C:38]([CH2:40][CH2:41]OS(C3C=CC(C)=CC=3)(=O)=O)[N:39]=2)=[CH:31][CH:30]=1.[CH3:60]N(C=O)C.[C:65](=[O:68])([O-])[O-:66].[Cs+].[Cs+]. The catalyst is CCOCC. The product is [C:29]1([C:54]2[CH:55]=[CH:56][CH:57]=[CH:58][CH:59]=2)[CH:34]=[CH:33][C:32]([C:35]2[O:36][C:37]([CH3:53])=[C:38]([CH2:40][CH2:41][O:15][C:12]3[CH:13]=[CH:14][C:9]([CH2:8][CH2:60][C:65]([OH:66])=[O:68])=[C:10]([CH2:16][O:17][C:18]4[CH:23]=[CH:22][C:21]([C:24]([F:25])([F:27])[F:26])=[CH:20][CH:19]=4)[CH:11]=3)[N:39]=2)=[CH:31][CH:30]=1. The yield is 0.710. (4) The reactants are [F:1][C:2]1[CH:3]=[C:4]([C:8]2[CH:16]=[CH:15][CH:14]=[C:13]3[C:9]=2[CH2:10][C:11](=[O:17])[NH:12]3)[CH:5]=[CH:6][CH:7]=1.[CH2:18]([N:20]([CH2:34][CH3:35])[CH2:21][CH2:22][NH:23][C:24]([C:26]1[C:30]([CH3:31])=[C:29]([CH:32]=O)[NH:28][CH:27]=1)=[O:25])[CH3:19]. The catalyst is C(O)C.N1CCCCC1. The product is [CH2:34]([N:20]([CH2:18][CH3:19])[CH2:21][CH2:22][NH:23][C:24]([C:26]1[C:30]([CH3:31])=[C:29]([CH:32]=[C:10]2[C:9]3[C:13](=[CH:14][CH:15]=[CH:16][C:8]=3[C:4]3[CH:5]=[CH:6][CH:7]=[C:2]([F:1])[CH:3]=3)[NH:12][C:11]2=[O:17])[NH:28][CH:27]=1)=[O:25])[CH3:35]. The yield is 0.620. (5) The reactants are Br[C:2]1[CH:7]=[CH:6][C:5]([Cl:8])=[C:4]([CH:9]([F:11])[CH3:10])[CH:3]=1.C([Li])CCC.C(O[B:21]1[O:25][C:24]([CH3:27])([CH3:26])[C:23]([CH3:29])([CH3:28])[O:22]1)(C)C.Cl. The catalyst is C(OCC)C.O. The product is [Cl:8][C:5]1[CH:6]=[CH:7][C:2]([B:21]2[O:25][C:24]([CH3:27])([CH3:26])[C:23]([CH3:29])([CH3:28])[O:22]2)=[CH:3][C:4]=1[CH:9]([F:11])[CH3:10]. The yield is 0.507. (6) The reactants are [CH3:1][O:2][C:3]1[CH:12]=[C:11]([O:13][CH3:14])[C:10]2[C:5](=[CH:6][CH:7]=[CH:8][CH:9]=2)[N:4]=1.[Li]CCCC.Cl[C:21]([O:23][CH2:24][CH3:25])=[O:22].O. The catalyst is C1COCC1. The product is [CH3:1][O:2][C:3]1[C:12]([C:21]([O:23][CH2:24][CH3:25])=[O:22])=[C:11]([O:13][CH3:14])[C:10]2[C:5](=[CH:6][CH:7]=[CH:8][CH:9]=2)[N:4]=1. The yield is 0.600.